Dataset: Forward reaction prediction with 1.9M reactions from USPTO patents (1976-2016). Task: Predict the product of the given reaction. (1) The product is: [C:5]([C:9]1[C:13]([CH2:14][NH:4][CH2:3][CH2:1][OH:2])=[CH:12][N:11]([CH2:16][C:17]([NH:19][C:20]2[S:24][C:23]3[CH2:25][CH2:26][CH2:27][CH2:28][C:22]=3[C:21]=2[C:29]([NH2:31])=[O:30])=[O:18])[N:10]=1)([CH3:8])([CH3:6])[CH3:7]. Given the reactants [CH2:1]([CH2:3][NH2:4])[OH:2].[C:5]([C:9]1[C:13]([CH:14]=O)=[CH:12][N:11]([CH2:16][C:17]([NH:19][C:20]2[S:24][C:23]3[CH2:25][CH2:26][CH2:27][CH2:28][C:22]=3[C:21]=2[C:29]([NH2:31])=[O:30])=[O:18])[N:10]=1)([CH3:8])([CH3:7])[CH3:6].C(O)(=O)C.C(O[BH-](OC(=O)C)OC(=O)C)(=O)C.[Na+], predict the reaction product. (2) Given the reactants [CH2:1]([O:8][N:9]1[C:14]2[N:15]=[CH:16][N:17]=[CH:18][C:13]=2[C:12](O)=[C:11]([C:20]([NH2:22])=O)[C:10]1=[O:23])[C:2]1[CH:7]=[CH:6][CH:5]=[CH:4][CH:3]=1.C([N:26]([CH2:29][CH3:30])CC)C, predict the reaction product. The product is: [CH2:29]([NH:26][C:12]1[C:13]2[CH:18]=[N:17][CH:16]=[N:15][C:14]=2[N:9]([O:8][CH2:1][C:2]2[CH:7]=[CH:6][CH:5]=[CH:4][CH:3]=2)[C:10](=[O:23])[C:11]=1[C:20]#[N:22])[C:30]1[CH:6]=[CH:7][CH:2]=[CH:3][CH:4]=1. (3) Given the reactants F[C:2](F)([C:9](F)(F)[C:10](F)(F)[C:11](F)(F)[C:12](F)(F)C(F)F)[CH2:3][O:4][CH2:5][CH:6]1[O:8][CH2:7]1.[C:25](#N)[CH3:26].[O-:28][S:29]([O-:31])=[O:30].[CH:32]1[C:41]2[C:36](=[CH:37][CH:38]=[CH:39][CH:40]=2)[CH2:35][CH2:34][N:33]=1, predict the reaction product. The product is: [CH2:32]1[C:41]2[C:36](=[CH:37][CH:38]=[CH:39][CH:40]=2)[CH2:35][CH2:34][N:33]1[CH2:7][CH:6]([O:8][S:29](=[O:31])(=[O:28])[OH:30])[CH2:5][O:4][CH2:3][CH:2]([CH2:25][CH3:26])[CH2:9][CH2:10][CH2:11][CH3:12].